Dataset: Catalyst prediction with 721,799 reactions and 888 catalyst types from USPTO. Task: Predict which catalyst facilitates the given reaction. Reactant: CO[C:3]([C:5]1[S:6][CH:7]=[CH:8][C:9]=1[NH2:10])=[O:4].[NH2:11][C:12](N)=[O:13]. Product: [NH:10]1[C:9]2[CH:8]=[CH:7][S:6][C:5]=2[C:3](=[O:4])[NH:11][C:12]1=[O:13]. The catalyst class is: 6.